This data is from CYP2C9 inhibition data for predicting drug metabolism from PubChem BioAssay. The task is: Regression/Classification. Given a drug SMILES string, predict its absorption, distribution, metabolism, or excretion properties. Task type varies by dataset: regression for continuous measurements (e.g., permeability, clearance, half-life) or binary classification for categorical outcomes (e.g., BBB penetration, CYP inhibition). Dataset: cyp2c9_veith. (1) The molecule is COc1ccc(C(=O)Nc2ccc(NC(=O)c3cnccn3)cn2)cc1. The result is 0 (non-inhibitor). (2) The drug is CC(C)C[C@H](N)C(=O)O. The result is 0 (non-inhibitor). (3) The compound is C[C@@H](CSC(=N)N)C(N)=O. The result is 0 (non-inhibitor). (4) The molecule is Cc1cccc(OCCCC(=O)Nc2ccc(N3CCCCC3)cc2)c1. The result is 0 (non-inhibitor).